Dataset: Reaction yield outcomes from USPTO patents with 853,638 reactions. Task: Predict the reaction yield, written as a fraction of the theoretical maximum amount of product (1.0 means a 100% yield; for example, 0.34 means a 34% yield). (1) The reactants are [C:1]([C:4]1[S:8][C:7]([C:9]2[CH:33]=[C:32]([C:34]3[CH:39]=[CH:38][CH:37]=[CH:36][C:35]=3[CH3:40])[C:12]([C:13]([N:15]([CH2:17][C:18]3[CH:23]=[C:22]([C:24]([F:27])([F:26])[F:25])[CH:21]=[C:20]([C:28]([F:31])([F:30])[F:29])[CH:19]=3)[CH3:16])=[O:14])=[CH:11][N:10]=2)=[CH:6][CH:5]=1)(=[O:3])[CH3:2].[BH4-].[Na+].O1CCCC1. The catalyst is C(O)C. The product is [F:31][C:28]([F:29])([F:30])[C:20]1[CH:19]=[C:18]([CH:23]=[C:22]([C:24]([F:25])([F:26])[F:27])[CH:21]=1)[CH2:17][N:15]([CH3:16])[C:13](=[O:14])[C:12]1[C:32]([C:34]2[CH:39]=[CH:38][CH:37]=[CH:36][C:35]=2[CH3:40])=[CH:33][C:9]([C:7]2[S:8][C:4]([CH:1]([OH:3])[CH3:2])=[CH:5][CH:6]=2)=[N:10][CH:11]=1. The yield is 0.960. (2) The reactants are [Br:1][C:2]1[CH:3]=[N:4][C:5](Cl)=[C:6]([CH:18]=1)[C:7]([NH:9][C:10]1[CH:15]=[CH:14][C:13]([F:16])=[CH:12][C:11]=1[F:17])=[O:8].Cl.N1[C:25]2=[N:26][CH:27]=[CH:28][C:29]([O:30][C:31]3[CH:36]=[CH:35][C:34]([NH:37]C4C(C(NC5C=CC(F)=CC=5F)=O)=CN=CC=4)=[CH:33][C:32]=3[F:55])=[C:24]2C=C1.O.C1(C)C(S(O)(=O)=O)=CC=CC=1.C[N:69]1[C:73](=[O:74])CCC1. No catalyst specified. The product is [Br:1][C:2]1[CH:18]=[C:6]([C:7](=[O:8])[NH:9][C:10]2[CH:15]=[CH:14][C:13]([F:16])=[CH:12][C:11]=2[F:17])[C:5]([NH:37][C:34]2[CH:35]=[CH:36][C:31]([O:30][C:29]3[CH:28]=[CH:27][N:26]=[C:25]([C:73]([NH2:69])=[O:74])[CH:24]=3)=[C:32]([F:55])[CH:33]=2)=[N:4][CH:3]=1. The yield is 0.110. (3) The reactants are [Br:1][C:2]1[CH:3]=[C:4]2[C:8](=[C:9]([C:11]([NH2:13])=[O:12])[CH:10]=1)[NH:7][CH:6]=[C:5]2[CH:14]1[CH2:19][CH2:18][N:17]([S:20]([CH:23]=[CH2:24])(=[O:22])=[O:21])[CH2:16][CH2:15]1.[CH3:25][O-:26].[Na+]. The catalyst is CO. The product is [Br:1][C:2]1[CH:3]=[C:4]2[C:8](=[C:9]([C:11]([NH2:13])=[O:12])[CH:10]=1)[NH:7][CH:6]=[C:5]2[CH:14]1[CH2:19][CH2:18][N:17]([S:20]([CH2:23][CH2:24][O:26][CH3:25])(=[O:22])=[O:21])[CH2:16][CH2:15]1. The yield is 0.630. (4) The reactants are [Br:1][C:2]1[CH:10]=[CH:9][CH:8]=[C:7]2[C:3]=1[C:4]1([C:21]3[CH:22]=[C:23]([F:27])[C:24]([F:26])=[CH:25][C:20]=3[O:19][CH2:18]1)[C:5](=[O:17])[N:6]2[CH2:11][C:12]([O:14]CC)=[O:13].O=C1C2(C3=CC4OCOC=4C=C3OC2)C2C(=CC=CC=2)N1CC(OCC)=O. No catalyst specified. The product is [Br:1][C:2]1[CH:10]=[CH:9][CH:8]=[C:7]2[C:3]=1[C:4]1([C:21]3[CH:22]=[C:23]([F:27])[C:24]([F:26])=[CH:25][C:20]=3[O:19][CH2:18]1)[C:5](=[O:17])[N:6]2[CH2:11][C:12]([OH:14])=[O:13]. The yield is 1.00.